Dataset: TCR-epitope binding with 47,182 pairs between 192 epitopes and 23,139 TCRs. Task: Binary Classification. Given a T-cell receptor sequence (or CDR3 region) and an epitope sequence, predict whether binding occurs between them. (1) The epitope is TPGPGVRYPL. The TCR CDR3 sequence is CASSLGPNNEQFF. Result: 0 (the TCR does not bind to the epitope). (2) The epitope is LLWNGPMAV. The TCR CDR3 sequence is CASSLRQGDTEAFF. Result: 1 (the TCR binds to the epitope).